Binary Classification. Given a drug SMILES string, predict its activity (active/inactive) in a high-throughput screening assay against a specified biological target. From a dataset of HIV replication inhibition screening data with 41,000+ compounds from the AIDS Antiviral Screen. (1) The compound is COc1ccc(NC(=O)CC(=O)NN=Cc2ccc(N(CCC#N)S(C)(=O)=O)cc2)cc1. The result is 0 (inactive). (2) The compound is CNc1ccc(Cl)cc1S(=O)(=O)c1ccccc1Br. The result is 0 (inactive). (3) The compound is O=C1NC(O)c2cc(CO)ccc2O1. The result is 0 (inactive). (4) The drug is Cc1nc2sccn2c1C(N)=O. The result is 0 (inactive). (5) The molecule is NC(=O)c1oc([N+](=O)[O-])c(-c2ccccc2)c1-c1ccccc1. The result is 0 (inactive). (6) The compound is N=C1NC2(COC(c3ccccc3)(c3ccccc3)c3ccccc3)OC(COC(c3ccccc3)(c3ccccc3)c3ccccc3)C(O)C2O1. The result is 0 (inactive). (7) The molecule is Cc1cc2nc3n(c2cc1C)C(c1c(F)cccc1F)SC3. The result is 1 (active). (8) The compound is CC1(C)OC2OC(COC(=O)c3ccccc3)C(=O)C2O1. The result is 0 (inactive).